From a dataset of Full USPTO retrosynthesis dataset with 1.9M reactions from patents (1976-2016). Predict the reactants needed to synthesize the given product. (1) Given the product [CH:33]1([N:34]2[CH2:36][CH2:35][N:34]([CH2:36][CH2:4][CH2:5][NH:10][C:4]3[C:7](=[O:8])[C:6](=[O:9])[C:5]=3[NH:10][C:11]3[CH:12]=[C:13]([CH:17]4[C:22]([C:23]([O:25][CH3:26])=[O:24])=[C:21]([CH3:27])[NH:20][C:19]([CH3:28])=[C:18]4[C:29]([O:31][CH3:32])=[O:30])[CH:14]=[CH:15][CH:16]=3)[CH2:33][CH2:35]2)[CH2:13][CH2:12][CH2:11][CH2:16][CH2:15]1, predict the reactants needed to synthesize it. The reactants are: C(O[C:4]1[C:7](=[O:8])[C:6](=[O:9])[C:5]=1[NH:10][C:11]1[CH:12]=[C:13]([CH:17]2[C:22]([C:23]([O:25][CH3:26])=[O:24])=[C:21]([CH3:27])[NH:20][C:19]([CH3:28])=[C:18]2[C:29]([O:31][CH3:32])=[O:30])[CH:14]=[CH:15][CH:16]=1)C.[CH3:33][N:34]([CH:36]=O)[CH3:35]. (2) Given the product [O:9]1[CH:13]=[CH:12][CH:11]=[C:10]1[C:14]1[CH:30]=[C:17]2[N:18]=[C:19]([NH:23][CH2:24][CH:25]3[CH2:29][CH2:28][CH2:27][N:26]3[CH2:2][C:3]3[CH:7]=[C:6]([CH3:8])[O:5][N:4]=3)[N:20]=[C:21]([NH2:22])[N:16]2[N:15]=1, predict the reactants needed to synthesize it. The reactants are: Cl[CH2:2][C:3]1[CH:7]=[C:6]([CH3:8])[O:5][N:4]=1.[O:9]1[CH:13]=[CH:12][CH:11]=[C:10]1[C:14]1[CH:30]=[C:17]2[N:18]=[C:19]([NH:23][CH2:24][CH:25]3[CH2:29][CH2:28][CH2:27][NH:26]3)[N:20]=[C:21]([NH2:22])[N:16]2[N:15]=1.CCN(CC)CC. (3) The reactants are: [CH:1]([C:3]1[S:7][C:6]([CH2:8][C:9]([O:11][CH3:12])=[O:10])=[CH:5][CH:4]=1)=[O:2].[BH4-].[Na+].C(O)(=O)C. Given the product [OH:2][CH2:1][C:3]1[S:7][C:6]([CH2:8][C:9]([O:11][CH3:12])=[O:10])=[CH:5][CH:4]=1, predict the reactants needed to synthesize it. (4) Given the product [CH2:1]([O:3][C:4](=[O:32])[C@H:5]([OH:31])[CH2:6][N:7]([CH2:17][C:18]1[CH:23]=[CH:22][C:21]([C:24]2[CH:29]=[CH:28][CH:27]=[C:26]([Cl:30])[CH:25]=2)=[CH:20][CH:19]=1)[NH:8][C:9]([C:11]1[O:15][N:14]=[C:13]([OH:16])[CH:12]=1)=[O:10])[C:2]1[CH:38]=[CH:39][CH:34]=[CH:35][CH:36]=1, predict the reactants needed to synthesize it. The reactants are: [CH2:1]([O:3][C:4](=[O:32])[C@H:5]([OH:31])[CH2:6][N:7]([CH2:17][C:18]1[CH:23]=[CH:22][C:21]([C:24]2[CH:29]=[CH:28][CH:27]=[C:26]([Cl:30])[CH:25]=2)=[CH:20][CH:19]=1)[NH:8][C:9]([C:11]1[O:15][N:14]=[C:13]([OH:16])[CH:12]=1)=[O:10])[CH3:2].C(O)[C:34]1[CH:39]=[CH:38]C=[CH:36][CH:35]=1.Cl.O1CCOCC1. (5) Given the product [C:24]1([C:2]2[C:3](=[O:23])[N:4]([C:17]3[CH:22]=[CH:21][CH:20]=[CH:19][CH:18]=3)[C:5](=[O:16])[C:6]=2[C:7]2[C:15]3[C:10](=[CH:11][CH:12]=[CH:13][CH:14]=3)[NH:9][CH:8]=2)[C:34]2=[C:35]3[C:30](=[CH:31][CH:32]=[CH:33]2)[CH2:29][CH2:28][CH2:27][N:26]3[CH:25]=1, predict the reactants needed to synthesize it. The reactants are: Br[C:2]1[C:3](=[O:23])[N:4]([C:17]2[CH:22]=[CH:21][CH:20]=[CH:19][CH:18]=2)[C:5](=[O:16])[C:6]=1[C:7]1[C:15]2[C:10](=[CH:11][CH:12]=[CH:13][CH:14]=2)[NH:9][CH:8]=1.[CH:24]1[C:34]2=[C:35]3[C:30](=[CH:31][CH:32]=[CH:33]2)[CH2:29][CH2:28][CH2:27][N:26]3[CH:25]=1.C[Si](C)(C)[Si](C)(C)C.[Li]. (6) Given the product [CH2:15]([N:17]1[CH2:22][CH2:21][N:1]([C:4]2[CH:9]=[CH:8][CH:7]=[C:6]([N+:10]([O-:12])=[O:11])[C:5]=2[C:13]#[N:14])[CH2:19][CH2:18]1)[CH3:16], predict the reactants needed to synthesize it. The reactants are: [N+:1]([C:4]1[CH:9]=[CH:8][CH:7]=[C:6]([N+:10]([O-:12])=[O:11])[C:5]=1[C:13]#[N:14])([O-])=O.[CH2:15]([N:17]1[CH2:22][CH2:21]N[CH2:19][CH2:18]1)[CH3:16].O. (7) Given the product [C:15]([O:14][C:12]([CH:7]1[CH2:6][C:5]2[C:10](=[CH:11][C:2]([O:1][CH2:37][C:35]3[N:36]=[C:32]([C:29]4[CH:30]=[CH:31][C:26]([Br:25])=[CH:27][CH:28]=4)[O:33][C:34]=3[CH3:39])=[CH:3][CH:4]=2)[O:9][CH2:8]1)=[O:13])([CH3:18])([CH3:17])[CH3:16], predict the reactants needed to synthesize it. The reactants are: [OH:1][C:2]1[CH:11]=[C:10]2[C:5]([CH2:6][CH:7]([C:12]([O:14][C:15]([CH3:18])([CH3:17])[CH3:16])=[O:13])[CH2:8][O:9]2)=[CH:4][CH:3]=1.C(=O)([O-])[O-].[K+].[K+].[Br:25][C:26]1[CH:31]=[CH:30][C:29]([C:32]2[O:33][C:34]([CH3:39])=[C:35]([CH2:37]Cl)[N:36]=2)=[CH:28][CH:27]=1.